This data is from Catalyst prediction with 721,799 reactions and 888 catalyst types from USPTO. The task is: Predict which catalyst facilitates the given reaction. (1) Reactant: [CH3:1][O:2][C:3]1[CH:8]=[CH:7][CH:6]=[CH:5][C:4]=1[C:9]1[C:17]2[C:12](=[N:13][CH:14]=[C:15]([C:18]3[CH:22]=[CH:21][NH:20][N:19]=3)[CH:16]=2)[N:11](S(C2C=CC(C)=CC=2)(=O)=O)[CH:10]=1.CN(C)C=O.[OH-].[K+]. Product: [CH3:1][O:2][C:3]1[CH:8]=[CH:7][CH:6]=[CH:5][C:4]=1[C:9]1[C:17]2[C:12](=[N:13][CH:14]=[C:15]([C:18]3[CH:22]=[CH:21][NH:20][N:19]=3)[CH:16]=2)[NH:11][CH:10]=1. The catalyst class is: 5. (2) Reactant: C([O:4][CH:5]1[C:9]2=[N:10][CH:11]=[C:12]([NH:29][C:30]([C:32]3[CH:37]=[CH:36][C:35]([F:38])=[C:34]([C:39]4[C:44]([F:45])=[CH:43][C:42]([C:46]([OH:49])([CH3:48])[CH3:47])=[CH:41][C:40]=4[F:50])[N:33]=3)=[O:31])[C:13]([N:14]3[CH2:19][C@H:18]([CH3:20])[CH2:17][C@H:16]([NH:21][C:22]([O:24][C:25]([CH3:28])([CH3:27])[CH3:26])=[O:23])[CH2:15]3)=[C:8]2[CH2:7][CH2:6]1)(=O)C.C1COCC1.[OH-].[Na+]. Product: [F:45][C:44]1[CH:43]=[C:42]([C:46]([OH:49])([CH3:48])[CH3:47])[CH:41]=[C:40]([F:50])[C:39]=1[C:34]1[N:33]=[C:32]([C:30]([NH:29][C:12]2[C:13]([N:14]3[CH2:19][C@H:18]([CH3:20])[CH2:17][C@H:16]([NH:21][C:22](=[O:23])[O:24][C:25]([CH3:28])([CH3:27])[CH3:26])[CH2:15]3)=[C:8]3[CH2:7][CH2:6][CH:5]([OH:4])[C:9]3=[N:10][CH:11]=2)=[O:31])[CH:37]=[CH:36][C:35]=1[F:38]. The catalyst class is: 5. (3) Reactant: [CH:1]1([C:4]([C:6]2[CH:7]=[C:8]([CH:14]=[CH:15][CH:16]=2)[C:9]([O:11][CH2:12][CH3:13])=[O:10])=[O:5])[CH2:3][CH2:2]1.[CH3:17][Mg]Br. Product: [CH:1]1([C:4]([C:6]2[CH:7]=[C:8]([CH:14]=[CH:15][CH:16]=2)[C:9]([O:11][CH2:12][CH3:13])=[O:10])([OH:5])[CH3:17])[CH2:3][CH2:2]1. The catalyst class is: 49. (4) Reactant: [Cl:1][C:2]1[C:3]([I:23])=[CH:4][C:5]2[N:9]=[C:8](S(C)(=O)=O)[N:7](COCC[Si](C)(C)C)[C:6]=2[CH:22]=1.[C:24]([O-:27])([O-])=O.[Cs+].[Cs+].[CH:30]([OH:32])=O.S([O-])(O)(=O)=O.[K+].[OH-:39].[Na+].Cl.[CH3:42][CH2:43][O:44][C:45]([CH3:47])=O. Product: [Cl:1][C:2]1[C:3]([I:23])=[CH:4][C:5]2[N:9]=[C:8]([O:39][C@@H:42]3[C@@H:47]4[O:32][CH2:30][C@@H:24]([OH:27])[C@@H:45]4[O:44][CH2:43]3)[NH:7][C:6]=2[CH:22]=1. The catalyst class is: 198.